Dataset: Reaction yield outcomes from USPTO patents with 853,638 reactions. Task: Predict the reaction yield, written as a fraction of the theoretical maximum amount of product (1.0 means a 100% yield; for example, 0.34 means a 34% yield). (1) The reactants are ClC[CH2:3][CH2:4][N:5]1[CH2:10][CH2:9][O:8][CH2:7][CH2:6]1.[Br:11][C:12]1[CH:17]=[CH:16][C:15]([OH:18])=[CH:14][CH:13]=1.C(=O)([O-])[O-].[K+].[K+].CN(C=O)C. The catalyst is O. The product is [Br:11][C:12]1[CH:17]=[CH:16][C:15]([O:18][CH2:3][CH2:4][N:5]2[CH2:10][CH2:9][O:8][CH2:7][CH2:6]2)=[CH:14][CH:13]=1. The yield is 0.994. (2) The reactants are [C:1]([C:3]1[CH:12]=[CH:11][C:6]([C:7]([O:9][CH3:10])=[O:8])=[CH:5][CH:4]=1)#[N:2].[C:13]([Cl:16])(=[O:15])[CH3:14]. The catalyst is CCO. The product is [ClH:16].[CH2:13]([O:15][C:1](=[NH:2])[C:3]1[CH:12]=[CH:11][C:6]([C:7]([O:9][CH3:10])=[O:8])=[CH:5][CH:4]=1)[CH3:14]. The yield is 0.850. (3) The reactants are [CH2:1]([C@H:8]1[CH2:12][O:11][C:10](=[O:13])[NH:9]1)[C:2]1[CH:7]=[CH:6][CH:5]=[CH:4][CH:3]=1.[Li]CCCC.[F:19][C:20]1[CH:25]=[CH:24][C:23]([CH2:26][C:27](Cl)=[O:28])=[CH:22][CH:21]=1. The catalyst is C1COCC1. The product is [CH2:1]([C@H:8]1[CH2:12][O:11][C:10](=[O:13])[N:9]1[C:27](=[O:28])[CH2:26][C:23]1[CH:24]=[CH:25][C:20]([F:19])=[CH:21][CH:22]=1)[C:2]1[CH:3]=[CH:4][CH:5]=[CH:6][CH:7]=1. The yield is 0.810. (4) The reactants are [CH3:1][C:2]([C:6]1[CH:11]=[C:10]([CH3:12])[CH:9]=[CH:8][N:7]=1)([CH3:5])[C:3]#[N:4].[O-:13][Mn](=O)(=O)=O.[K+].[OH2:19]. No catalyst specified. The product is [C:3]([C:2]([C:6]1[CH:11]=[C:10]([CH:9]=[CH:8][N:7]=1)[C:12]([OH:13])=[O:19])([CH3:1])[CH3:5])#[N:4]. The yield is 0.680.